This data is from Peptide-MHC class II binding affinity with 134,281 pairs from IEDB. The task is: Regression. Given a peptide amino acid sequence and an MHC pseudo amino acid sequence, predict their binding affinity value. This is MHC class II binding data. The peptide sequence is LHFSEALRIIAGTPE. The MHC is DRB1_0802 with pseudo-sequence DRB1_0802. The binding affinity (normalized) is 0.537.